The task is: Predict the product of the given reaction.. This data is from Forward reaction prediction with 1.9M reactions from USPTO patents (1976-2016). (1) Given the reactants [O:1]1[CH2:6][CH:5]=[C:4]([C:7]2[C:12]([F:13])=[N:11][CH:10]=[CH:9][N:8]=2)[CH2:3][CH2:2]1, predict the reaction product. The product is: [F:13][C:12]1[C:7]([CH:4]2[CH2:5][CH2:6][O:1][CH2:2][CH2:3]2)=[N:8][CH:9]=[CH:10][N:11]=1. (2) Given the reactants [C:1]1([N:7]2[C:12](=[O:13])[C:11]3[S:14][CH:15]=[C:16]([C:17]4[CH:22]=[CH:21][CH:20]=[CH:19][CH:18]=4)[C:10]=3[N:9]=[CH:8]2)[CH:6]=[CH:5][CH:4]=[CH:3][CH:2]=1.N[C:24]1C(C2C=CC=CC=2)=CS[C:25]=1C(OC)=O.C(OCC)(OCC)OCC.C(C1CCC(N)CC1)C, predict the reaction product. The product is: [CH2:24]([CH:4]1[CH2:5][CH2:6][CH:1]([N:7]2[C:12](=[O:13])[C:11]3[S:14][CH:15]=[C:16]([C:17]4[CH:18]=[CH:19][CH:20]=[CH:21][CH:22]=4)[C:10]=3[N:9]=[CH:8]2)[CH2:2][CH2:3]1)[CH3:25]. (3) Given the reactants CC(OI1(OC(C)=O)(OC(C)=O)OC(=O)C2C=CC=CC1=2)=O.[CH:23]1([NH:26][C:27](=[O:55])[C:28]2[CH:33]=[C:32]([N:34]3[CH:39]=[CH:38][N:37]=[C:36]([NH:40][C@@H:41]([C:46]4[CH:51]=[CH:50][CH:49]=[CH:48][CH:47]=4)[C@@H:42]([CH3:45])[CH2:43][OH:44])[C:35]3=[O:52])[C:31]([CH3:53])=[C:30]([F:54])[CH:29]=2)[CH2:25][CH2:24]1, predict the reaction product. The product is: [CH:23]1([NH:26][C:27](=[O:55])[C:28]2[CH:33]=[C:32]([N:34]3[CH:39]=[CH:38][N:37]=[C:36]([NH:40][C@@H:41]([C:46]4[CH:51]=[CH:50][CH:49]=[CH:48][CH:47]=4)[C@@H:42]([CH3:45])[CH:43]=[O:44])[C:35]3=[O:52])[C:31]([CH3:53])=[C:30]([F:54])[CH:29]=2)[CH2:25][CH2:24]1. (4) The product is: [CH3:10][C:9]1[S:8][C:7]2[CH:11]=[CH:12][CH:13]=[CH:14][C:6]=2[C:5]=1[CH2:20][CH2:21][NH:22][C:16](=[O:17])[O:18][CH3:19]. Given the reactants Cl.C(N[C:5]1[C:6]2[CH:14]=[CH:13][CH:12]=[CH:11][C:7]=2[S:8][C:9]=1[CH3:10])C.Cl[C:16]([O:18][CH3:19])=[O:17].[CH3:20][CH2:21][N:22](CC)CC.O, predict the reaction product. (5) Given the reactants [F:1][C:2]([F:19])([F:18])[C:3]1[CH:4]=[C:5]([CH:10]([NH:13][C:14]([CH3:17])([CH3:16])[CH3:15])[CH2:11][OH:12])[CH:6]=[CH:7][C:8]=1[NH2:9].[C:20]([OH:29])(=[O:28])[C@H:21]([C@@H:23]([C:25]([OH:27])=[O:26])[OH:24])[OH:22], predict the reaction product. The product is: [C:25]([C@H:23]([C@@H:21]([C:20]([OH:29])=[O:28])[OH:22])[OH:24])([OH:27])=[O:26].[F:1][C:2]([F:18])([F:19])[C:3]1[CH:4]=[C:5]([CH:10]([NH:13][C:14]([CH3:15])([CH3:17])[CH3:16])[CH2:11][OH:12])[CH:6]=[CH:7][C:8]=1[NH2:9]. (6) Given the reactants [NH:1]1[CH2:6][CH2:5][CH:4]([CH2:7][CH2:8][OH:9])[CH2:3][CH2:2]1.[OH-].[Na+].Br[CH2:13][CH2:14][CH2:15][Cl:16], predict the reaction product. The product is: [Cl:16][CH2:15][CH2:14][CH2:13][N:1]1[CH2:6][CH2:5][CH:4]([CH2:7][CH2:8][OH:9])[CH2:3][CH2:2]1. (7) Given the reactants [CH2:1]([O:8][C:9]([NH:11][C:12]1[CH:29]=[CH:28][C:15]2[CH2:16][N:17](C(OC(C)(C)C)=O)[CH2:18][CH2:19][CH2:20][C:14]=2[CH:13]=1)=[O:10])[C:2]1[CH:7]=[CH:6][CH:5]=[CH:4][CH:3]=1.C(O)(C(F)(F)F)=O, predict the reaction product. The product is: [CH2:16]1[C:15]2[CH:28]=[CH:29][C:12]([NH:11][C:9](=[O:10])[O:8][CH2:1][C:2]3[CH:3]=[CH:4][CH:5]=[CH:6][CH:7]=3)=[CH:13][C:14]=2[CH2:20][CH2:19][CH2:18][NH:17]1. (8) Given the reactants [Cl:1][C:2]1[CH:7]=[CH:6][N:5]=[C:4]2[NH:8][N:9]=[C:10]([CH:11]([CH3:13])[CH3:12])[C:3]=12.[H-].[Na+].[Cl:16][C:17]1[CH:18]=[C:19]([CH:22]=[CH:23][C:24]=1F)[C:20]#[N:21].O, predict the reaction product. The product is: [Cl:16][C:17]1[CH:18]=[C:19]([CH:22]=[CH:23][C:24]=1[N:8]1[C:4]2=[N:5][CH:6]=[CH:7][C:2]([Cl:1])=[C:3]2[C:10]([CH:11]([CH3:13])[CH3:12])=[N:9]1)[C:20]#[N:21].